From a dataset of TCR-epitope binding with 47,182 pairs between 192 epitopes and 23,139 TCRs. Binary Classification. Given a T-cell receptor sequence (or CDR3 region) and an epitope sequence, predict whether binding occurs between them. (1) The epitope is GLCTLVAML. The TCR CDR3 sequence is CSARDRGLGNTIYF. Result: 1 (the TCR binds to the epitope). (2) The epitope is ISDYDYYRY. The TCR CDR3 sequence is CASSQVQTEPSGYTF. Result: 0 (the TCR does not bind to the epitope). (3) The epitope is TPQDLNTML. The TCR CDR3 sequence is CASSFSKNTEAFF. Result: 1 (the TCR binds to the epitope). (4) The epitope is YFPLQSYGF. The TCR CDR3 sequence is CASTPAGELFF. Result: 1 (the TCR binds to the epitope). (5) The epitope is IPSINVHHY. The TCR CDR3 sequence is CASSVEAEGFGAPISPPEAFF. Result: 1 (the TCR binds to the epitope). (6) The epitope is SGPLKAEIAQRLED. The TCR CDR3 sequence is CATSDLDEQYF. Result: 1 (the TCR binds to the epitope). (7) The epitope is RAKFKQLL. The TCR CDR3 sequence is CASSQDRGAGYGYTF. Result: 1 (the TCR binds to the epitope). (8) The epitope is MPASWVMRI. The TCR CDR3 sequence is CASSQPIGTGKETQYF. Result: 1 (the TCR binds to the epitope). (9) The epitope is AYILFTRFFYV. The TCR CDR3 sequence is CASSWGPSSEQYF. Result: 1 (the TCR binds to the epitope). (10) The epitope is VSFIEFVGW. The TCR CDR3 sequence is CASSLGRGRGNEQFF. Result: 1 (the TCR binds to the epitope).